From a dataset of Catalyst prediction with 721,799 reactions and 888 catalyst types from USPTO. Predict which catalyst facilitates the given reaction. (1) Reactant: [Cl:1][C:2]1[CH:10]=[CH:9][C:8]([OH:11])=[CH:7][C:3]=1[C:4]([NH2:6])=[O:5].C(=O)([O-])[O-].[K+].[K+].[CH2:18](Br)[CH3:19]. Product: [Cl:1][C:2]1[CH:10]=[CH:9][C:8]([O:11][CH2:18][CH3:19])=[CH:7][C:3]=1[C:4]([NH2:6])=[O:5]. The catalyst class is: 3. (2) Reactant: C([O:8][C:9]1[CH:10]=[C:11]([C:15]2[N:16]=[C:17]([CH:25]3[CH2:28][CH2:27][CH2:26]3)[N:18]3[CH:23]=[CH:22][N:21]=[C:20]([NH2:24])[C:19]=23)[CH:12]=[CH:13][CH:14]=1)C1C=CC=CC=1. Product: [NH2:24][C:20]1[C:19]2[N:18]([C:17]([CH:25]3[CH2:28][CH2:27][CH2:26]3)=[N:16][C:15]=2[C:11]2[CH:10]=[C:9]([OH:8])[CH:14]=[CH:13][CH:12]=2)[CH:23]=[CH:22][N:21]=1. The catalyst class is: 89.